Task: Predict the reactants needed to synthesize the given product.. Dataset: Full USPTO retrosynthesis dataset with 1.9M reactions from patents (1976-2016) (1) Given the product [Cl:1][C:2]1[CH:7]=[CH:6][C:5]([S:8]([CH:11]([C:12]2[CH:17]=[C:16]([F:18])[CH:15]=[CH:14][C:13]=2[F:19])[CH:22]([CH2:21][CH3:20])[CH2:23][CH2:24][CH3:25])(=[O:10])=[O:9])=[CH:4][CH:3]=1, predict the reactants needed to synthesize it. The reactants are: [Cl:1][C:2]1[CH:7]=[CH:6][C:5]([S:8]([CH2:11][C:12]2[CH:17]=[C:16]([F:18])[CH:15]=[CH:14][C:13]=2[F:19])(=[O:10])=[O:9])=[CH:4][CH:3]=1.[CH3:20][CH2:21][CH:22](O)[CH2:23][CH2:24][CH3:25].C(C=P(CCCC)(CCCC)CCCC)#N. (2) Given the product [F:1][C:2]1[CH:26]=[CH:25][CH:24]=[CH:23][C:3]=1[O:4][C:5]1[C:13]2[C:8](=[CH:9][CH:10]=[CH:11][CH:12]=2)[NH:7][N:6]=1, predict the reactants needed to synthesize it. The reactants are: [F:1][C:2]1[CH:26]=[CH:25][CH:24]=[CH:23][C:3]=1[O:4][C:5]1[C:13]2[C:8](=[CH:9][CH:10]=[CH:11][CH:12]=2)[N:7](CC2C=CC(OC)=CC=2)[N:6]=1.C(=O)(O)[O-].[Na+]. (3) Given the product [Br:1][C:2]1[CH:7]=[CH:6][C:5]([C:15]([O:17][C:18]([CH3:21])([CH3:20])[CH3:19])=[O:16])=[C:4]([F:9])[CH:3]=1, predict the reactants needed to synthesize it. The reactants are: [Br:1][C:2]1[CH:7]=[CH:6][C:5](I)=[C:4]([F:9])[CH:3]=1.C([Mg]Cl)(C)C.[C:15](O[C:15]([O:17][C:18]([CH3:21])([CH3:20])[CH3:19])=[O:16])([O:17][C:18]([CH3:21])([CH3:20])[CH3:19])=[O:16]. (4) Given the product [CH3:13][O:12][C:8]1[CH:7]=[C:5]([CH:4]=[C:3]([O:2][CH3:1])[C:9]=1[O:10][CH3:11])[NH:6][C:22](=[O:28])[C:23]([O:25][CH2:26][CH3:27])=[O:24], predict the reactants needed to synthesize it. The reactants are: [CH3:1][O:2][C:3]1[CH:4]=[C:5]([CH:7]=[C:8]([O:12][CH3:13])[C:9]=1[O:10][CH3:11])[NH2:6].C(N(CC)CC)C.Cl[C:22](=[O:28])[C:23]([O:25][CH2:26][CH3:27])=[O:24].Cl. (5) Given the product [CH3:19][O:18][C:10]1[CH:9]=[C:8]([C:4]2[CH:5]=[CH:6][CH:7]=[C:2]([NH:1][S:28]([CH3:27])(=[O:30])=[O:29])[CH:3]=2)[CH:13]=[CH:12][C:11]=1[C:14]([O:16][CH3:17])=[O:15], predict the reactants needed to synthesize it. The reactants are: [NH2:1][C:2]1[CH:3]=[C:4]([C:8]2[CH:13]=[CH:12][C:11]([C:14]([O:16][CH3:17])=[O:15])=[C:10]([O:18][CH3:19])[CH:9]=2)[CH:5]=[CH:6][CH:7]=1.C(N(CC)CC)C.[CH3:27][S:28](Cl)(=[O:30])=[O:29].Cl. (6) Given the product [CH2:1]([O:8][C:9]([C:10]1[C:16]([C:26]2[CH:31]=[CH:30][CH:29]=[CH:28][CH:27]=2)=[C:17]([C:19]2[CH:20]=[CH:21][C:22]([F:25])=[CH:23][CH:24]=2)[N:41]([CH2:42][CH2:43][CH:44]2[CH2:45][CH:46]([CH2:52][C:53]([O:55][C:56]([CH3:59])([CH3:58])[CH3:57])=[O:54])[O:47][C:48]([CH3:51])([CH3:50])[O:49]2)[C:11]=1[CH:12]([CH3:13])[CH3:14])=[O:32])[C:2]1[CH:3]=[CH:4][CH:5]=[CH:6][CH:7]=1, predict the reactants needed to synthesize it. The reactants are: [CH2:1]([O:8][C:9](=[O:32])[CH:10]([CH:16]([C:26]1[CH:31]=[CH:30][CH:29]=[CH:28][CH:27]=1)[C:17]([C:19]1[CH:24]=[CH:23][C:22]([F:25])=[CH:21][CH:20]=1)=O)[C:11](=O)[CH:12]([CH3:14])[CH3:13])[C:2]1[CH:7]=[CH:6][CH:5]=[CH:4][CH:3]=1.C(O)(=O)C(C)(C)C.O.[NH2:41][CH2:42][CH2:43][C@H:44]1[O:49][C:48]([CH3:51])([CH3:50])[O:47][C@@H:46]([CH2:52][C:53]([O:55][C:56]([CH3:59])([CH3:58])[CH3:57])=[O:54])[CH2:45]1. (7) Given the product [C:14]([O:13][C:12]([NH:11][CH2:10][CH:9]([N:8]1[C:6]2[N:7]=[C:2]([Cl:1])[N:3]=[CH:4][C:5]=2[CH:19]=[C:20]1[C:21]([OH:22])=[O:25])[CH:29]([CH3:30])[CH3:28])=[O:18])([CH3:15])([CH3:16])[CH3:17], predict the reactants needed to synthesize it. The reactants are: [Cl:1][C:2]1[N:7]=[C:6]([NH:8][CH2:9][CH2:10][NH:11][C:12](=[O:18])[O:13][C:14]([CH3:17])([CH3:16])[CH3:15])[C:5]([C:19]#[C:20][CH:21]([O:25]CC)[O:22]CC)=[CH:4][N:3]=1.[CH3:28][CH2:29][CH2:30]C[N+](CCCC)(CCCC)CCCC.[F-].OOS([O-])=O.[K+]. (8) Given the product [CH3:21][C:20]([OH:22])([CH2:19][CH2:18][NH:17][C:2]1[CH:7]=[N:6][C:5]([C:8]#[C:9][C:10]2[CH:15]=[CH:14][CH:13]=[CH:12][CH:11]=2)=[CH:4][N:3]=1)[CH3:23], predict the reactants needed to synthesize it. The reactants are: Br[C:2]1[CH:7]=[N:6][C:5]([C:8]#[C:9][C:10]2[CH:15]=[CH:14][CH:13]=[CH:12][CH:11]=2)=[CH:4][N:3]=1.Cl.[NH2:17][CH2:18][CH2:19][C:20]([CH3:23])([OH:22])[CH3:21].C(N(CC)CC)C.